From a dataset of Forward reaction prediction with 1.9M reactions from USPTO patents (1976-2016). Predict the product of the given reaction. (1) Given the reactants [CH:1]([NH:4][C:5](=[O:26])[C:6]1[CH:11]=[CH:10][C:9]([O:12][CH2:13][C:14]2[C:15]([C:20]3[CH:25]=[CH:24][CH:23]=[CH:22][CH:21]=3)=[N:16][O:17][C:18]=2[CH3:19])=[N:8][CH:7]=1)([CH3:3])[CH3:2].[CH3:27]C1ON=C(C2C=CC=CC=2)C=1COC1C=CC(C(NC2CCOCC2)=O)=CN=1, predict the reaction product. The product is: [CH:1]([N:4]([CH3:27])[C:5](=[O:26])[C:6]1[CH:11]=[CH:10][C:9]([O:12][CH2:13][C:14]2[C:15]([C:20]3[CH:25]=[CH:24][CH:23]=[CH:22][CH:21]=3)=[N:16][O:17][C:18]=2[CH3:19])=[N:8][CH:7]=1)([CH3:3])[CH3:2]. (2) The product is: [CH3:11][C:4]1[CH:3]=[C:2]([CH3:1])[C:7]2[C:6]([C:5]=1[N+:12]([O-:14])=[O:13])=[N:10][S:9][N:8]=2. Given the reactants [CH3:1][C:2]1[C:7]2=[N:8][S:9][N:10]=[C:6]2[CH:5]=[C:4]([CH3:11])[CH:3]=1.[N+:12]([O-])([OH:14])=[O:13], predict the reaction product. (3) Given the reactants [Cl:1][C:2]1[N:3]=[C:4]2[C:12](=[CH:13][C:14]=1[O:15][CH2:16][CH3:17])[CH:11]=[C:10]1[N:5]2[C@H:6]([CH3:19])[CH2:7][NH:8][C:9]1=O.[H-].[Al+3].[Li+].[H-].[H-].[H-].C(C(C(C([O-])=O)O)O)([O-])=O.[K+].[Na+], predict the reaction product. The product is: [Cl:1][C:2]1[N:3]=[C:4]2[C:12](=[CH:13][C:14]=1[O:15][CH2:16][CH3:17])[CH:11]=[C:10]1[N:5]2[CH:6]([CH3:19])[CH2:7][NH:8][CH2:9]1. (4) Given the reactants [NH2:1][C:2](=[O:34])[CH2:3][O:4][C:5]1[CH:6]=[C:7]2[C:12](=[CH:13][CH:14]=1)[N:11]=[C:10]([CH2:15][CH:16]([CH3:18])[CH3:17])[C:9]([CH2:19][NH:20]C(=O)OC(C)(C)C)=[C:8]2[C:28]1[CH:33]=[CH:32][CH:31]=[CH:30][CH:29]=1.FC(F)(F)C(O)=O.[ClH:42], predict the reaction product. The product is: [ClH:42].[ClH:42].[NH2:20][CH2:19][C:9]1[C:10]([CH2:15][CH:16]([CH3:18])[CH3:17])=[N:11][C:12]2[C:7]([C:8]=1[C:28]1[CH:33]=[CH:32][CH:31]=[CH:30][CH:29]=1)=[CH:6][C:5]([O:4][CH2:3][C:2]([NH2:1])=[O:34])=[CH:14][CH:13]=2. (5) Given the reactants N[C:2]1[CH:3]=[C:4]([C:8]2[C:9]3[N:10]([C:24]([CH2:27][CH3:28])=[CH:25][CH:26]=3)[N:11]=[C:12]([CH3:23])[C:13]=2[CH2:14][CH2:15][CH2:16][CH2:17][C:18]([O:20][CH2:21][CH3:22])=[O:19])[CH:5]=[N:6][CH:7]=1.[CH2:29]=O.[C:31]([BH3-])#[N:32].[Na+], predict the reaction product. The product is: [CH3:29][N:32]([CH3:31])[C:2]1[CH:3]=[C:4]([C:8]2[C:9]3[N:10]([C:24]([CH2:27][CH3:28])=[CH:25][CH:26]=3)[N:11]=[C:12]([CH3:23])[C:13]=2[CH2:14][CH2:15][CH2:16][CH2:17][C:18]([O:20][CH2:21][CH3:22])=[O:19])[CH:5]=[N:6][CH:7]=1. (6) Given the reactants [C:1]1([C:7]2[CH:12]=[CH:11][C:10]([OH:13])=[CH:9][CH:8]=2)[CH:6]=[CH:5][CH:4]=[CH:3][CH:2]=1.C(NC(C)C)(C)C.Cl[P:22](=[O:35])([C:29]1[CH:34]=[CH:33][CH:32]=[CH:31][CH:30]=1)[C:23]1[CH:28]=[CH:27][CH:26]=[CH:25][CH:24]=1, predict the reaction product. The product is: [C:23]1([P:22]([C:29]2[CH:34]=[CH:33][CH:32]=[CH:31][CH:30]=2)(=[O:35])[O:13][C:10]2[CH:9]=[CH:8][C:7]([C:1]3[CH:2]=[CH:3][CH:4]=[CH:5][CH:6]=3)=[CH:12][CH:11]=2)[CH:24]=[CH:25][CH:26]=[CH:27][CH:28]=1. (7) The product is: [OH:10][CH2:9][CH2:11][N:12]1[C:1](=[O:8])[CH2:2][O:3][CH2:4][C:5]1=[O:7]. Given the reactants [C:1]1(=[O:8])[O:7][C:5](=O)[CH2:4][O:3][CH2:2]1.[CH2:9]([CH2:11][NH2:12])[OH:10], predict the reaction product.